The task is: Predict the reactants needed to synthesize the given product.. This data is from Full USPTO retrosynthesis dataset with 1.9M reactions from patents (1976-2016). (1) Given the product [Br:1][C:2]1[C:3]([CH3:12])=[C:4]([N+:9]([O-:11])=[O:10])[C:5](=[O:8])[N:6]([CH3:15])[CH:7]=1, predict the reactants needed to synthesize it. The reactants are: [Br:1][C:2]1[C:3]([CH3:12])=[C:4]([N+:9]([O-:11])=[O:10])[C:5]([OH:8])=[N:6][CH:7]=1.[H-].[Na+].[CH3:15]I. (2) The reactants are: [Br:1][C:2]1[CH:3]=[CH:4][C:5]([N+:22]([O-])=O)=[C:6]([CH:21]=1)/[CH:7]=[N:8]/[C:9]1[CH:19]=[CH:18][C:12]([C:13]([O:15][CH2:16][CH3:17])=[O:14])=[CH:11][C:10]=1[F:20].P(OCC)(OCC)(OCC)=O. Given the product [Br:1][C:2]1[CH:3]=[CH:4][C:5]2[C:6](=[CH:7][N:8]([C:9]3[CH:19]=[CH:18][C:12]([C:13]([O:15][CH2:16][CH3:17])=[O:14])=[CH:11][C:10]=3[F:20])[N:22]=2)[CH:21]=1, predict the reactants needed to synthesize it. (3) Given the product [Cl:29][C:30]1[CH:37]=[C:36]([C:38]2[C:42]([CH3:43])=[N:41][N:40]([CH2:27][C:23]3[S:22][C:21]([CH3:20])=[N:25][C:24]=3[CH3:26])[C:39]=2[CH3:44])[CH:35]=[CH:34][C:31]=1[C:32]#[N:33], predict the reactants needed to synthesize it. The reactants are: C1(P(C2C=CC=CC=2)C2C=CC=CC=2)C=CC=CC=1.[CH3:20][C:21]1[S:22][C:23]([CH2:27]O)=[C:24]([CH3:26])[N:25]=1.[Cl:29][C:30]1[CH:37]=[C:36]([C:38]2[C:39]([CH3:44])=[N:40][NH:41][C:42]=2[CH3:43])[CH:35]=[CH:34][C:31]=1[C:32]#[N:33].N(C(OC(C)(C)C)=O)=NC(OC(C)(C)C)=O. (4) Given the product [C:16]([C:17]1[CH:24]=[CH:23][C:20]([CH2:21][NH:22][C:10](=[O:12])[CH:9]([C:3]2[C:4]([OH:8])=[CH:5][CH:6]=[CH:7][C:2]=2[F:1])[O:13][CH3:14])=[CH:19][CH:18]=1)#[N:15], predict the reactants needed to synthesize it. The reactants are: [F:1][C:2]1[CH:7]=[CH:6][CH:5]=[C:4]([OH:8])[C:3]=1[CH:9]([O:13][CH3:14])[C:10]([OH:12])=O.[NH2:15][CH2:16][C:17]1[CH:24]=[CH:23][C:20]([C:21]#[N:22])=[CH:19][CH:18]=1. (5) The reactants are: [CH:1]([C@@H:4]1[CH2:8][O:7][C:6](=[O:9])[N:5]1[C:10](=[O:15])/[C:11](/[CH3:14])=[CH:12]/[CH3:13])([CH3:3])[CH3:2].C[Si]([N-][Si](C)(C)C)(C)C.[Na+].C1(C)C=CC=CC=1.[CH3:33][Si:34]([CH3:41])([CH3:40])[CH2:35][CH2:36][O:37][CH2:38]Cl. Given the product [CH:1]([C@@H:4]1[CH2:8][O:7][C:6](=[O:9])[N:5]1[C:10](=[O:15])[C@@:11]([CH3:14])([CH2:38][O:37][CH2:36][CH2:35][Si:34]([CH3:41])([CH3:40])[CH3:33])[CH:12]=[CH2:13])([CH3:3])[CH3:2], predict the reactants needed to synthesize it. (6) Given the product [CH2:9]([O:16][CH2:17][CH2:18][O:19][C:2]1[CH:7]=[CH:6][C:5]([Br:8])=[CH:4][N:3]=1)[C:10]1[CH:15]=[CH:14][CH:13]=[CH:12][CH:11]=1, predict the reactants needed to synthesize it. The reactants are: Br[C:2]1[CH:7]=[CH:6][C:5]([Br:8])=[CH:4][N:3]=1.[CH2:9]([O:16][CH2:17][CH2:18][OH:19])[C:10]1[CH:15]=[CH:14][CH:13]=[CH:12][CH:11]=1.